Dataset: Catalyst prediction with 721,799 reactions and 888 catalyst types from USPTO. Task: Predict which catalyst facilitates the given reaction. (1) Reactant: C1C=C[NH+]=CC=1.[O-][Cr](Cl)(=O)=O.[Br:12][C:13]1[C:14]([CH:21]([C:23]2[CH:28]=[CH:27][CH:26]=[CH:25][CH:24]=2)[OH:22])=[CH:15][C:16]([O:19][CH3:20])=[N:17][CH:18]=1. Product: [Br:12][C:13]1[C:14]([C:21]([C:23]2[CH:28]=[CH:27][CH:26]=[CH:25][CH:24]=2)=[O:22])=[CH:15][C:16]([O:19][CH3:20])=[N:17][CH:18]=1. The catalyst class is: 2. (2) Product: [NH2:1][C:4]1[CH:12]=[CH:11][C:7]([C:8]([OH:10])=[O:9])=[C:6]([O:13][CH3:14])[CH:5]=1. The catalyst class is: 29. Reactant: [N+:1]([C:4]1[CH:12]=[CH:11][C:7]([C:8]([OH:10])=[O:9])=[C:6]([O:13][CH3:14])[CH:5]=1)([O-])=O.